Dataset: Full USPTO retrosynthesis dataset with 1.9M reactions from patents (1976-2016). Task: Predict the reactants needed to synthesize the given product. (1) Given the product [ClH:1].[CH3:24][NH:23][C:21](=[O:22])[C@H:16]([C:17](=[O:20])[O:18][CH3:19])[NH:15][CH3:13], predict the reactants needed to synthesize it. The reactants are: [ClH:1].C(OCC)(=O)C.C(O[C:13]([N:15](C)[C@H:16]([C:21]([NH:23][CH3:24])=[O:22])[C:17](=[O:20])[O:18][CH3:19])=O)(C)(C)C. (2) Given the product [CH:22]([C:19]1[CH:18]=[CH:17][CH:16]=[C:15]([CH:13]([CH3:14])[CH3:12])[C:20]=1[O:21][C:4]([C:3]1[CH:7]=[CH:8][CH:9]=[CH:10][C:2]=1[C:1]([OH:6])=[O:11])=[O:5])([CH3:24])[CH3:23], predict the reactants needed to synthesize it. The reactants are: [C:1]1(=[O:11])[O:6][C:4](=[O:5])[C:3]2=[CH:7][CH:8]=[CH:9][CH:10]=[C:2]12.[CH3:12][CH:13]([C:15]1[CH:16]=[CH:17][CH:18]=[C:19]([CH:22]([CH3:24])[CH3:23])[C:20]=1[OH:21])[CH3:14].C(N(CC)CC)C. (3) Given the product [Cl:1][C:2]1[CH:3]=[C:4]([C@@H:8]2[NH:21][C:12]3[NH:13][C:14](=[O:20])[N:15]([CH2:18][CH3:19])[C:16](=[O:17])[C:11]=3[CH2:10][CH2:9]2)[CH:5]=[CH:6][CH:7]=1, predict the reactants needed to synthesize it. The reactants are: [Cl:1][C:2]1[CH:3]=[C:4]([C@@H:8]2[NH:21][C:12]3[NH:13][C:14](=[O:20])[N:15]([CH2:18][CH3:19])[C:16](=[O:17])[C:11]=3[C:10](=O)[CH2:9]2)[CH:5]=[CH:6][CH:7]=1.[Li+].[BH4-]. (4) Given the product [CH:10]1[C:11]2[N:12]([CH2:30][CH2:29][NH:28][S:25]([C:20]3[CH:21]=[CH:22][CH:23]=[CH:24][C:19]=3[N+:16]([O-:18])=[O:17])(=[O:26])=[O:27])[C:13]3[C:5](=[CH:4][CH:3]=[CH:2][CH:1]=3)[C:6]=2[CH:7]=[CH:8][CH:9]=1, predict the reactants needed to synthesize it. The reactants are: [CH:1]1[C:13]2[NH:12][C:11]3[C:6](=[CH:7][CH:8]=[CH:9][CH:10]=3)[C:5]=2[CH:4]=[CH:3][CH:2]=1.O.[Na].[N+:16]([C:19]1[CH:24]=[CH:23][CH:22]=[CH:21][C:20]=1[S:25]([N:28]1[CH2:30][CH2:29]1)(=[O:27])=[O:26])([O-:18])=[O:17].Cl.